From a dataset of Forward reaction prediction with 1.9M reactions from USPTO patents (1976-2016). Predict the product of the given reaction. (1) The product is: [CH3:17][C:14]([CH3:15])([CH3:16])[CH2:13][NH:12][C:10]([C:8]1[CH:9]=[C:4]([C:2]([NH2:1])=[O:3])[C:5]([C:18]2[C:23]([CH3:24])=[C:22]([F:25])[CH:21]=[C:20]([C:26]([NH:60][C@H:61]([CH3:64])[CH2:62][OH:63])=[O:28])[CH:19]=2)=[CH:6][CH:7]=1)=[O:11]. Given the reactants [NH2:1][C:2]([C:4]1[CH:9]=[C:8]([C:10]([NH:12][CH2:13][C:14]([CH3:17])([CH3:16])[CH3:15])=[O:11])[CH:7]=[CH:6][C:5]=1[C:18]1[C:23]([CH3:24])=[C:22]([F:25])[CH:21]=[C:20]([C:26]([OH:28])=O)[CH:19]=1)=[O:3].CN(C(ON1N=NC2C=CC=CC1=2)=[N+](C)C)C.F[P-](F)(F)(F)(F)F.CCN(CC)CC.[NH2:60][C@H:61]([CH3:64])[CH2:62][OH:63], predict the reaction product. (2) Given the reactants [F:1][C:2]1[CH:3]=[C:4]2[C:9](=[CH:10][CH:11]=1)[CH2:8][NH:7][CH:6]([C:12]([OH:14])=[O:13])[CH2:5]2.O=S(Cl)Cl.[CH3:19]O, predict the reaction product. The product is: [CH3:19][O:13][C:12]([CH:6]1[CH2:5][C:4]2[C:9](=[CH:10][CH:11]=[C:2]([F:1])[CH:3]=2)[CH2:8][NH:7]1)=[O:14].